This data is from NCI-60 drug combinations with 297,098 pairs across 59 cell lines. The task is: Regression. Given two drug SMILES strings and cell line genomic features, predict the synergy score measuring deviation from expected non-interaction effect. (1) Drug 1: C(=O)(N)NO. Drug 2: CN(C(=O)NC(C=O)C(C(C(CO)O)O)O)N=O. Cell line: HL-60(TB). Synergy scores: CSS=5.51, Synergy_ZIP=-3.01, Synergy_Bliss=-0.546, Synergy_Loewe=-1.99, Synergy_HSA=-0.330. (2) Drug 1: CCC1=CC2CC(C3=C(CN(C2)C1)C4=CC=CC=C4N3)(C5=C(C=C6C(=C5)C78CCN9C7C(C=CC9)(C(C(C8N6C)(C(=O)OC)O)OC(=O)C)CC)OC)C(=O)OC.C(C(C(=O)O)O)(C(=O)O)O. Drug 2: CN1C(=O)N2C=NC(=C2N=N1)C(=O)N. Cell line: SNB-19. Synergy scores: CSS=28.0, Synergy_ZIP=0.984, Synergy_Bliss=-2.98, Synergy_Loewe=-49.6, Synergy_HSA=-4.44. (3) Drug 1: CCC(=C(C1=CC=CC=C1)C2=CC=C(C=C2)OCCN(C)C)C3=CC=CC=C3.C(C(=O)O)C(CC(=O)O)(C(=O)O)O. Drug 2: CCC1=C2CN3C(=CC4=C(C3=O)COC(=O)C4(CC)O)C2=NC5=C1C=C(C=C5)O. Cell line: CAKI-1. Synergy scores: CSS=36.1, Synergy_ZIP=4.96, Synergy_Bliss=4.90, Synergy_Loewe=-18.5, Synergy_HSA=1.95. (4) Drug 1: CC12CCC3C(C1CCC2=O)CC(=C)C4=CC(=O)C=CC34C. Drug 2: CC(C)CN1C=NC2=C1C3=CC=CC=C3N=C2N. Cell line: TK-10. Synergy scores: CSS=37.8, Synergy_ZIP=2.34, Synergy_Bliss=2.23, Synergy_Loewe=1.01, Synergy_HSA=0.787. (5) Drug 1: CS(=O)(=O)C1=CC(=C(C=C1)C(=O)NC2=CC(=C(C=C2)Cl)C3=CC=CC=N3)Cl. Drug 2: CC1=C(C(CCC1)(C)C)C=CC(=CC=CC(=CC(=O)O)C)C. Cell line: HOP-62. Synergy scores: CSS=1.98, Synergy_ZIP=0.137, Synergy_Bliss=1.05, Synergy_Loewe=-2.94, Synergy_HSA=-2.77.